From a dataset of Peptide-MHC class II binding affinity with 134,281 pairs from IEDB. Regression. Given a peptide amino acid sequence and an MHC pseudo amino acid sequence, predict their binding affinity value. This is MHC class II binding data. (1) The peptide sequence is IKRIHEYKRQLMNIL. The MHC is DRB4_0101 with pseudo-sequence DRB4_0103. The binding affinity (normalized) is 0.590. (2) The peptide sequence is INEPTAAAIARGLDR. The binding affinity (normalized) is 0.683. The MHC is HLA-DQA10102-DQB10602 with pseudo-sequence HLA-DQA10102-DQB10602. (3) The MHC is DRB1_1501 with pseudo-sequence DRB1_1501. The binding affinity (normalized) is 0.200. The peptide sequence is NPGLIIGALAGS. (4) The peptide sequence is GVTCGPGHGISVGSL. The MHC is HLA-DQA10201-DQB10202 with pseudo-sequence HLA-DQA10201-DQB10202. The binding affinity (normalized) is 0.0207.